From a dataset of Full USPTO retrosynthesis dataset with 1.9M reactions from patents (1976-2016). Predict the reactants needed to synthesize the given product. Given the product [NH2:29][C:15]1[N:16]=[CH:17][C:18]([C:31]2[S:40][C:39]3[CH2:38][CH2:37][N:36]([C:41]([O:43][CH2:44][CH3:45])=[O:42])[CH2:35][CH2:34][C:33]=3[CH:32]=2)=[CH:19][C:14]=1[C:13]1[N:9]([C:3]2[CH:4]=[CH:5][CH:6]=[C:7]([F:8])[C:2]=2[F:1])[N:10]=[N:11][N:12]=1, predict the reactants needed to synthesize it. The reactants are: [F:1][C:2]1[C:7]([F:8])=[CH:6][CH:5]=[CH:4][C:3]=1[N:9]1[C:13]([C:14]2[C:15]([NH2:29])=[N:16][CH:17]=[C:18](B3OC(C)(C)C(C)(C)O3)[CH:19]=2)=[N:12][N:11]=[N:10]1.Br[C:31]1[S:40][C:39]2[CH2:38][CH2:37][N:36]([C:41]([O:43][CH2:44][CH3:45])=[O:42])[CH2:35][CH2:34][C:33]=2[CH:32]=1.C([O-])(O)=O.[Na+].